This data is from Peptide-MHC class II binding affinity with 134,281 pairs from IEDB. The task is: Regression. Given a peptide amino acid sequence and an MHC pseudo amino acid sequence, predict their binding affinity value. This is MHC class II binding data. The binding affinity (normalized) is 0.777. The peptide sequence is AARLLSIRAMSTKFS. The MHC is DRB1_0404 with pseudo-sequence DRB1_0404.